Dataset: TCR-epitope binding with 47,182 pairs between 192 epitopes and 23,139 TCRs. Task: Binary Classification. Given a T-cell receptor sequence (or CDR3 region) and an epitope sequence, predict whether binding occurs between them. (1) The epitope is RQLLFVVEV. The TCR CDR3 sequence is CASSLGQNTYEQYF. Result: 1 (the TCR binds to the epitope). (2) Result: 0 (the TCR does not bind to the epitope). The TCR CDR3 sequence is CATATGTGSNTEAFF. The epitope is ITEEVGHTDLMAAY.